Dataset: Catalyst prediction with 721,799 reactions and 888 catalyst types from USPTO. Task: Predict which catalyst facilitates the given reaction. (1) The catalyst class is: 23. Reactant: [OH-].C[N+](C)(C)C.[NH2:7][C:8]1([C:14]([OH:16])=[O:15])[CH2:13][CH2:12][CH2:11][CH2:10][CH2:9]1.[CH3:17][C:18]([O:21][C:22](O[C:22]([O:21][C:18]([CH3:20])([CH3:19])[CH3:17])=[O:23])=[O:23])([CH3:20])[CH3:19]. Product: [C:18]([O:21][C:22]([NH:7][C:8]1([C:14]([OH:16])=[O:15])[CH2:13][CH2:12][CH2:11][CH2:10][CH2:9]1)=[O:23])([CH3:20])([CH3:19])[CH3:17]. (2) Reactant: [C:1]([C:3]1[CH:8]=[CH:7][C:6]([C:9]2[N:13]3[CH:14]=[C:15]([C:18]4[CH:26]=[CH:25][C:21]([C:22](O)=[O:23])=[CH:20][CH:19]=4)[CH:16]=[CH:17][C:12]3=[N:11][CH:10]=2)=[CH:5][CH:4]=1)#[N:2].CN(C(ON1N=NC2C=CC=NC1=2)=[N+](C)C)C.F[P-](F)(F)(F)(F)F.CN1CCOCC1.[CH3:58][N:59]1[CH2:64][CH2:63][N:62]([CH:65]2[CH2:70][CH2:69][NH:68][CH2:67][CH2:66]2)[CH2:61][CH2:60]1. Product: [CH3:58][N:59]1[CH2:64][CH2:63][N:62]([CH:65]2[CH2:70][CH2:69][N:68]([C:22]([C:21]3[CH:20]=[CH:19][C:18]([C:15]4[CH:16]=[CH:17][C:12]5[N:13]([C:9]([C:6]6[CH:5]=[CH:4][C:3]([C:1]#[N:2])=[CH:8][CH:7]=6)=[CH:10][N:11]=5)[CH:14]=4)=[CH:26][CH:25]=3)=[O:23])[CH2:67][CH2:66]2)[CH2:61][CH2:60]1. The catalyst class is: 18. (3) Reactant: [F:1][C:2]1[CH:7]=[CH:6][C:5]([C:8]2[CH:9]=[CH:10][C:11]3[N:12]([N:14]=[CH:15][C:16]=3[C:17]3[CH:18]=[C:19]([NH2:23])[CH:20]=[CH:21][CH:22]=3)[CH:13]=2)=[CH:4][CH:3]=1.CCN(CC)CC.[CH2:31]([N:33]=[C:34]=[O:35])[CH3:32]. Product: [CH2:31]([NH:33][C:34]([NH:23][C:19]1[CH:20]=[CH:21][CH:22]=[C:17]([C:16]2[CH:15]=[N:14][N:12]3[CH:13]=[C:8]([C:5]4[CH:4]=[CH:3][C:2]([F:1])=[CH:7][CH:6]=4)[CH:9]=[CH:10][C:11]=23)[CH:18]=1)=[O:35])[CH3:32]. The catalyst class is: 57. (4) The catalyst class is: 21. Product: [Br:1][C:2]1[CH:7]=[CH:6][C:5]([O:8][CH3:13])=[C:4]([C:9]([CH3:12])([CH3:11])[CH3:10])[CH:3]=1. Reactant: [Br:1][C:2]1[CH:7]=[CH:6][C:5]([OH:8])=[C:4]([C:9]([CH3:12])([CH3:11])[CH3:10])[CH:3]=1.[C:13]([O-])([O-])=O.[K+].[K+].CI. (5) Reactant: [N+:1]([C:4]1[CH:12]=[C:11]2[C:7]([CH:8]=[N:9][NH:10]2)=[CH:6][CH:5]=1)([O-:3])=[O:2].CS(O[CH:18]1[CH2:23][CH2:22][N:21]([C:24]([O:26][C:27]([CH3:30])([CH3:29])[CH3:28])=[O:25])[CH2:20][CH2:19]1)(=O)=O.C(=O)([O-])[O-].[K+].[K+]. Product: [N+:1]([C:4]1[CH:12]=[C:11]2[C:7]([CH:8]=[N:9][N:10]2[CH:18]2[CH2:23][CH2:22][N:21]([C:24]([O:26][C:27]([CH3:30])([CH3:29])[CH3:28])=[O:25])[CH2:20][CH2:19]2)=[CH:6][CH:5]=1)([O-:3])=[O:2]. The catalyst class is: 42.